From a dataset of Forward reaction prediction with 1.9M reactions from USPTO patents (1976-2016). Predict the product of the given reaction. (1) Given the reactants [CH:1]1[CH:6]=[C:5]([CH:7]=[O:8])[C:4]([OH:9])=[CH:3][CH:2]=1.[CH2:10](O)[CH2:11][CH2:12][OH:13], predict the reaction product. The product is: [O:8]1[CH2:10][CH2:11][CH2:12][O:13][CH:7]1[C:5]1[CH:6]=[CH:1][CH:2]=[CH:3][C:4]=1[OH:9]. (2) Given the reactants Cl[C:2]([O:4][CH:5]([CH3:7])[CH3:6])=[O:3].[F:8][C:9]1[CH:14]=[CH:13][CH:12]=[CH:11][C:10]=1[S:15][C:16]1[C:20]2=[N:21][CH:22]=[CH:23][CH:24]=[C:19]2[N:18]([C:25]2[N:30]=[C:29]([NH2:31])[C:28]([NH2:32])=[C:27]([NH2:33])[N:26]=2)[N:17]=1, predict the reaction product. The product is: [CH3:6][CH:5]([O:4][C:2](=[O:3])[NH:32][C:28]1[C:27]([NH2:33])=[N:26][C:25]([N:18]2[C:19]3[C:20](=[N:21][CH:22]=[CH:23][CH:24]=3)[C:16]([S:15][C:10]3[CH:11]=[CH:12][CH:13]=[CH:14][C:9]=3[F:8])=[N:17]2)=[N:30][C:29]=1[NH2:31])[CH3:7]. (3) Given the reactants C(N(CC)CC)C.[CH2:8]([NH:15][CH2:16][CH2:17][OH:18])[C:9]1[CH:14]=[CH:13][CH:12]=[CH:11][CH:10]=1.[CH3:19][O:20][C:21]1[CH:26]=[C:25]([CH3:27])[C:24]([S:28](Cl)(=[O:30])=[O:29])=[C:23]([CH3:32])[C:22]=1[CH3:33].Cl.Br[CH2:36][C:37]([O:39]C(C)(C)C)=[O:38].[OH-].[Na+].C(N(CCO)S(C1C(C)=CC(OC)=C(C)C=1C)(=O)=O)C1C=CC=CC=1.C([O-])(=O)C.C(O)(C(F)(F)F)=O, predict the reaction product. The product is: [CH2:8]([N:15]([S:28]([C:24]1[C:25]([CH3:27])=[CH:26][C:21]([O:20][CH3:19])=[C:22]([CH3:33])[C:23]=1[CH3:32])(=[O:30])=[O:29])[CH2:16][CH2:17][O:18][CH2:36][C:37]([OH:39])=[O:38])[C:9]1[CH:14]=[CH:13][CH:12]=[CH:11][CH:10]=1. (4) Given the reactants [Cl:1][C:2]1[C:14]2[C:13]3[CH:12]=[CH:11][CH:10]=[CH:9][C:8]=3[NH:7][C:6]=2[C:5]([C:15]([NH2:17])=[O:16])=[CH:4][N:3]=1.[Br:18]Br.C1COCC1.CCOC(C)=O.C([O-])(O)=O.[Na+], predict the reaction product. The product is: [Br:18][C:11]1[CH:10]=[CH:9][C:8]2[NH:7][C:6]3[C:5]([C:15]([NH2:17])=[O:16])=[CH:4][N:3]=[C:2]([Cl:1])[C:14]=3[C:13]=2[CH:12]=1. (5) Given the reactants [NH2:1][CH2:2][C:3]1[CH:11]=[CH:10][C:6]([C:7]([OH:9])=[O:8])=[CH:5][CH:4]=1.C([O-])(O)=O.[Na+].[CH3:17][C:18]([O:21][C:22](O[C:22]([O:21][C:18]([CH3:20])([CH3:19])[CH3:17])=[O:23])=[O:23])([CH3:20])[CH3:19], predict the reaction product. The product is: [C:18]([O:21][C:22]([NH:1][CH2:2][C:3]1[CH:4]=[CH:5][C:6]([C:7]([OH:9])=[O:8])=[CH:10][CH:11]=1)=[O:23])([CH3:20])([CH3:19])[CH3:17].